This data is from Reaction yield outcomes from USPTO patents with 853,638 reactions. The task is: Predict the reaction yield, written as a fraction of the theoretical maximum amount of product (1.0 means a 100% yield; for example, 0.34 means a 34% yield). (1) The reactants are [CH2:1]([C@H:8]([NH:42][C:43]([C@@H:45]([NH:50][C:51](=[O:54])[O:52][CH3:53])[C:46]([CH3:49])([CH3:48])[CH3:47])=[O:44])[C@@H:9]([OH:41])[CH2:10][C@@H:11]([NH:19][C:20](=[O:40])[C@@H:21]([N:26]1[CH2:30][CH2:29][N:28]([CH2:31][C:32]2[CH:37]=[CH:36][CH:35]=[C:34]([CH3:38])[N:33]=2)[C:27]1=[O:39])[C:22]([CH3:25])([CH3:24])[CH3:23])[CH2:12][C:13]1[CH:18]=[CH:17][CH:16]=[CH:15][CH:14]=1)[C:2]1[CH:7]=[CH:6][CH:5]=[CH:4][CH:3]=1.[CH3:55][S:56]([CH3:58])=O.C(O)(=O)C.C(OC(=O)C)(=O)C.C(=O)([O-])[O-].[Na+].[Na+]. No catalyst specified. The product is [CH2:1]([C@H:8]([NH:42][C:43](=[O:44])[C@H:45]([C:46]([CH3:47])([CH3:48])[CH3:49])[NH:50][C:51]([O:52][CH3:53])=[O:54])[C@@H:9]([O:41][CH2:55][S:56][CH3:58])[CH2:10][C@@H:11]([NH:19][C:20](=[O:40])[C@@H:21]([N:26]1[CH2:30][CH2:29][N:28]([CH2:31][C:32]2[CH:37]=[CH:36][CH:35]=[C:34]([CH3:38])[N:33]=2)[C:27]1=[O:39])[C:22]([CH3:25])([CH3:24])[CH3:23])[CH2:12][C:13]1[CH:18]=[CH:17][CH:16]=[CH:15][CH:14]=1)[C:2]1[CH:3]=[CH:4][CH:5]=[CH:6][CH:7]=1. The yield is 0.600. (2) The catalyst is O. The reactants are [CH2:1]([O:8][C:9]1[C:13]([CH2:14][C:15]([OH:17])=[O:16])=[CH:12][N:11]([C:18]2[CH:23]=[CH:22][CH:21]=[CH:20][CH:19]=2)[N:10]=1)[C:2]1[CH:7]=[CH:6][CH:5]=[CH:4][CH:3]=1.CI.[C:26](=O)([O-])[O-].[K+].[K+].CN(C)C=O. The yield is 0.990. The product is [CH2:1]([O:8][C:9]1[C:13]([CH2:14][C:15]([O:17][CH3:26])=[O:16])=[CH:12][N:11]([C:18]2[CH:23]=[CH:22][CH:21]=[CH:20][CH:19]=2)[N:10]=1)[C:2]1[CH:3]=[CH:4][CH:5]=[CH:6][CH:7]=1.